This data is from Forward reaction prediction with 1.9M reactions from USPTO patents (1976-2016). The task is: Predict the product of the given reaction. (1) Given the reactants C([CH:8]([N:12]([C:14]([NH:16][P:17]([O:28]CC1C=CC=CC=1)([O:19][CH2:20][O:21][C:22]([CH2:24][CH2:25][CH2:26][CH3:27])=[O:23])=[O:18])=[NH:15])[CH3:13])[C:9]([O-:11])=[O:10])C1C=CC=CC=1, predict the reaction product. The product is: [OH:28][P:17]([NH:16][C:14]([N:12]([CH2:8][C:9]([OH:11])=[O:10])[CH3:13])=[NH:15])([O:19][CH2:20][O:21][C:22]([CH2:24][CH2:25][CH2:26][CH3:27])=[O:23])=[O:18]. (2) Given the reactants [CH3:1][O:2][C:3]1[CH:4]=[C:5]([S:11][CH2:12][CH2:13][NH2:14])[CH:6]=[CH:7][C:8]=1[O:9][CH3:10].[CH3:15][O:16][C:17]1[CH:18]=[C:19]([CH2:25][C:26](Cl)=[O:27])[CH:20]=[CH:21][C:22]=1[O:23][CH3:24].O.CCOC(C)=O, predict the reaction product. The product is: [CH3:15][O:16][C:17]1[CH:18]=[C:19]([CH2:25][C:26]([NH:14][CH2:13][CH2:12][S:11][C:5]2[CH:6]=[CH:7][C:8]([O:9][CH3:10])=[C:3]([O:2][CH3:1])[CH:4]=2)=[O:27])[CH:20]=[CH:21][C:22]=1[O:23][CH3:24]. (3) Given the reactants [CH2:1]([O:8][CH2:9][C@@H:10]([OH:23])[CH2:11][O:12][C:13]1[CH:18]=[CH:17][C:16]([CH2:19][CH2:20][OH:21])=[CH:15][C:14]=1I)[C:2]1[CH:7]=[CH:6][CH:5]=[CH:4][CH:3]=1.C(=O)([O-])[O-].[Cs+].[Cs+].N1C2C(=CC=C3C=2N=CC=C3)C=CC=1, predict the reaction product. The product is: [CH2:1]([O:8][CH2:9][C@@H:10]1[CH2:11][O:12][C:13]2[CH:18]=[CH:17][C:16]([CH2:19][CH2:20][OH:21])=[CH:15][C:14]=2[O:23]1)[C:2]1[CH:7]=[CH:6][CH:5]=[CH:4][CH:3]=1. (4) Given the reactants [Cl:1][C:2]1[C:7]([NH:8][S:9]([C:12]2[CH:17]=[CH:16][C:15]([F:18])=[CH:14][CH:13]=2)(=[O:11])=[O:10])=[CH:6][C:5](B2OC(C)(C)C(C)(C)O2)=[CH:4][N:3]=1.[CH:28]1[C:36](Br)=[CH:35][N:34]2[C:30](=[N:31][CH:32]=[CH:33]2)[CH:29]=1.COC1C2C=CNC=2N=C(N)[N:41]=1.C(=O)([O-])[O-].[Na+].[Na+], predict the reaction product. The product is: [NH2:41][C:32]1[N:31]=[C:30]2[CH:29]=[CH:28][C:36]([C:5]3[CH:6]=[C:7]([NH:8][S:9]([C:12]4[CH:13]=[CH:14][C:15]([F:18])=[CH:16][CH:17]=4)(=[O:10])=[O:11])[C:2]([Cl:1])=[N:3][CH:4]=3)=[CH:35][N:34]2[CH:33]=1. (5) Given the reactants [N:1]([CH:4]([CH3:6])[CH3:5])=[C:2]=[O:3].[Br:7][C:8]1[N:12]2[N:13]=[C:14]([N:17]3[CH2:22][CH2:21][NH:20][CH2:19][CH2:18]3)[CH:15]=[CH:16][C:11]2=[N:10][CH:9]=1, predict the reaction product. The product is: [Br:7][C:8]1[N:12]2[N:13]=[C:14]([N:17]3[CH2:18][CH2:19][N:20]([C:2]([NH:1][CH:4]([CH3:6])[CH3:5])=[O:3])[CH2:21][CH2:22]3)[CH:15]=[CH:16][C:11]2=[N:10][CH:9]=1.